Dataset: Forward reaction prediction with 1.9M reactions from USPTO patents (1976-2016). Task: Predict the product of the given reaction. (1) Given the reactants [Cl:1][C:2]1[CH:7]=[CH:6][CH:5]=[C:4]([F:8])[C:3]=1[CH:9]1[NH:14][C:13]2[CH:15]=[CH:16][C:17](B3OC(C)(C)C(C)(C)O3)=[CH:18][C:12]=2[O:11][CH2:10]1.[CH3:28][C:29]1[S:33][C:32]([C:34]2[CH:35]=[N:36][CH:37]=[CH:38][CH:39]=2)=[N:31][C:30]=1OS(C(F)(F)F)(=O)=O, predict the reaction product. The product is: [Cl:1][C:2]1[CH:7]=[CH:6][CH:5]=[C:4]([F:8])[C:3]=1[CH:9]1[NH:14][C:13]2[CH:15]=[CH:16][C:17]([C:30]3[N:31]=[C:32]([C:34]4[CH:35]=[N:36][CH:37]=[CH:38][CH:39]=4)[S:33][C:29]=3[CH3:28])=[CH:18][C:12]=2[O:11][CH2:10]1. (2) Given the reactants [Cl:1][C:2]1[CH:3]=[C:4]2[C:8](=[CH:9][CH:10]=1)[C:7](=[CH2:11])[CH2:6][CH2:5]2.B1C2CCCC1CCC2.[OH-:21].[Na+].OO, predict the reaction product. The product is: [Cl:1][C:2]1[CH:3]=[C:4]2[C:8](=[CH:9][CH:10]=1)[CH:7]([CH2:11][OH:21])[CH2:6][CH2:5]2. (3) The product is: [F:4][C:5]1[C:6]([NH:18][CH2:19][CH:20]2[CH2:24][CH2:23][CH2:22][NH:21]2)=[N:7][C:8]([NH:11][C:12]2[CH:13]=[CH:14][CH:15]=[CH:16][CH:17]=2)=[N:9][CH:10]=1. Given the reactants Cl.CO.[F:4][C:5]1[C:6]([NH:18][CH2:19][CH:20]2[CH2:24][CH2:23][CH2:22][N:21]2C(OC(C)(C)C)=O)=[N:7][C:8]([NH:11][C:12]2[CH:17]=[CH:16][CH:15]=[CH:14][CH:13]=2)=[N:9][CH:10]=1, predict the reaction product.